From a dataset of Reaction yield outcomes from USPTO patents with 853,638 reactions. Predict the reaction yield, written as a fraction of the theoretical maximum amount of product (1.0 means a 100% yield; for example, 0.34 means a 34% yield). The reactants are [CH3:1][O:2][CH2:3][C:4]([NH:6][C:7]1[CH:8]=[C:9]([C:13]2[C:21]3[C:16](=[CH:17][CH:18]=[C:19]([C:22]([NH2:24])=[O:23])[CH:20]=3)[N:15](C3CCCCO3)[N:14]=2)[CH:10]=[CH:11][CH:12]=1)=[O:5]. The catalyst is C1(C)C=CC=CC=1.Cl. The product is [CH3:1][O:2][CH2:3][C:4]([NH:6][C:7]1[CH:8]=[C:9]([C:13]2[C:21]3[C:16](=[CH:17][CH:18]=[C:19]([C:22]([NH2:24])=[O:23])[CH:20]=3)[NH:15][N:14]=2)[CH:10]=[CH:11][CH:12]=1)=[O:5]. The yield is 0.405.